From a dataset of Reaction yield outcomes from USPTO patents with 853,638 reactions. Predict the reaction yield, written as a fraction of the theoretical maximum amount of product (1.0 means a 100% yield; for example, 0.34 means a 34% yield). (1) The reactants are [NH2:1][CH2:2][C:3]([C:5]1[CH:10]=[CH:9][CH:8]=[C:7]([C:11]([F:14])([F:13])[F:12])[CH:6]=1)=[O:4].CC1C=CC(S(O)(=O)=O)=CC=1.[C:26]([O:30][C:31]([N:33]1[CH2:41][CH2:40][CH:36]([C:37](O)=[O:38])[CH2:35][CH2:34]1)=[O:32])([CH3:29])([CH3:28])[CH3:27].CCCP(=O)=O.CN1CCOCC1. The catalyst is CCOC(C)=O.O.C1COCC1. The product is [C:26]([O:30][C:31]([N:33]1[CH2:41][CH2:40][CH:36]([C:37](=[O:38])[NH:1][CH2:2][C:3](=[O:4])[C:5]2[CH:10]=[CH:9][CH:8]=[C:7]([C:11]([F:12])([F:13])[F:14])[CH:6]=2)[CH2:35][CH2:34]1)=[O:32])([CH3:29])([CH3:28])[CH3:27]. The yield is 0.790. (2) The reactants are [S:1]1[C:5]([CH:6]=O)=[CH:4][N:3]=[CH:2]1.[CH:8](=[N:15]/[C:16]1[CH:24]=[CH:23][CH:22]=[C:21]2[C:17]=1[CH2:18][O:19][C:20]2=[O:25])\[C:9]1[CH:14]=[CH:13][CH:12]=[CH:11][CH:10]=1.[CH3:26][O-:27].[Na+]. The catalyst is C(OCC)(=O)CC. The product is [O:27]=[C:26]1[C:17]2[C:21]([C:20]([O:19][CH3:18])=[O:25])=[CH:22][CH:23]=[CH:24][C:16]=2[NH:15][CH:8]([C:9]2[CH:14]=[CH:13][CH:12]=[CH:11][CH:10]=2)[CH:6]1[C:5]1[S:1][CH:2]=[N:3][CH:4]=1. The yield is 0.0700. (3) The reactants are Cl[C:2]1[NH:10][C:9]2[C:4](=[N:5][CH:6]=[CH:7][CH:8]=2)[C:3]=1[C:11]#[N:12].[CH3:13][N:14]([CH3:19])[CH2:15][CH2:16][NH:17][CH3:18]. No catalyst specified. The product is [CH3:13][N:14]([CH3:19])[CH2:15][CH2:16][N:17]([CH3:18])[C:2]1[NH:10][C:9]2[C:4](=[N:5][CH:6]=[CH:7][CH:8]=2)[C:3]=1[C:11]#[N:12]. The yield is 0.800. (4) The reactants are [Si]([O:8][CH2:9][CH2:10][CH2:11][N:12]1[C:20](=[O:21])[C:19]2[N:18]([CH2:22][C:23]3[CH:28]=[CH:27][C:26]([Cl:29])=[CH:25][CH:24]=3)[C:17]([CH:30]([OH:34])[CH:31]([CH3:33])[CH3:32])=[N:16][C:15]=2[N:14]([CH3:35])[C:13]1=[O:36])(C(C)(C)C)(C)C.Cl. The catalyst is C(O)C.O.C(OCC)C. The product is [Cl:29][C:26]1[CH:25]=[CH:24][C:23]([CH2:22][N:18]2[C:19]3[C:20](=[O:21])[N:12]([CH2:11][CH2:10][CH2:9][OH:8])[C:13](=[O:36])[N:14]([CH3:35])[C:15]=3[N:16]=[C:17]2[CH:30]([OH:34])[CH:31]([CH3:32])[CH3:33])=[CH:28][CH:27]=1. The yield is 0.560. (5) The reactants are [C:1]([O:4][CH:5]1[C:9]2[N:10]=[CH:11][N:12]=[C:13](Cl)[C:8]=2[CH2:7][CH2:6]1)(=[O:3])[CH3:2].[C:15]([N:22]1[CH2:27][CH2:26][NH:25][CH2:24][CH2:23]1)([O:17][C:18]([CH3:21])([CH3:20])[CH3:19])=[O:16]. The catalyst is CN1C(=O)CCC1.C(OCC)(=O)C. The product is [C:1]([O:4][CH:5]1[C:9]2[N:10]=[CH:11][N:12]=[C:13]([N:25]3[CH2:24][CH2:23][N:22]([C:15]([O:17][C:18]([CH3:21])([CH3:20])[CH3:19])=[O:16])[CH2:27][CH2:26]3)[C:8]=2[CH2:7][CH2:6]1)(=[O:3])[CH3:2]. The yield is 0.750. (6) The reactants are [Br:1][C:2]1[CH:7]=[C:6](F)[CH:5]=[CH:4][C:3]=1[N+:9]([O-:11])=[O:10].[CH:12]12[NH:18][CH:15]([CH2:16][CH2:17]1)[CH2:14][CH2:13]2. The catalyst is CS(C)=O. The product is [Br:1][C:2]1[CH:7]=[C:6]([N:18]2[CH:12]3[CH2:17][CH2:16][CH:15]2[CH2:14][CH2:13]3)[CH:5]=[CH:4][C:3]=1[N+:9]([O-:11])=[O:10]. The yield is 0.980. (7) The reactants are [Cl:1][C:2]1[CH:7]=[CH:6][C:5]([CH2:8]Cl)=[CH:4][N:3]=1.[NH2:10][C:11]1[CH:16]=[CH:15][CH:14]=[CH:13][N:12]=1. The catalyst is CN(C)C=O. The yield is 0.440. The product is [ClH:1].[Cl:1][C:2]1[N:3]=[CH:4][C:5]([CH2:8][N:12]2[CH:13]=[CH:14][CH:15]=[CH:16][C:11]2=[NH:10])=[CH:6][CH:7]=1. (8) The reactants are [Br:1][C:2]1[CH:7]=[CH:6][C:5]([S:8](Cl)(=[O:10])=[O:9])=[CH:4][CH:3]=1.C(N(CC)CC)C.[NH2:19][CH2:20][C:21]([CH3:24])([OH:23])[CH3:22]. The catalyst is ClCCl. The product is [Br:1][C:2]1[CH:7]=[CH:6][C:5]([S:8]([NH:19][CH2:20][C:21]([OH:23])([CH3:24])[CH3:22])(=[O:10])=[O:9])=[CH:4][CH:3]=1. The yield is 0.760. (9) The reactants are Br[C:2]1[S:6][C:5]([CH:7]=[O:8])=[CH:4][CH:3]=1.[CH2:9](B(O)O)[CH3:10]. No catalyst specified. The product is [CH2:9]([C:2]1[S:6][C:5]([CH:7]=[O:8])=[CH:4][CH:3]=1)[CH3:10]. The yield is 0.510. (10) The product is [CH2:8]([C:5]1[CH:6]=[CH:7][C:2]([B:11]([OH:14])[OH:12])=[CH:3][CH:4]=1)[CH3:9]. The yield is 0.380. The reactants are Br[C:2]1[CH:7]=[CH:6][C:5]([CH2:8][CH3:9])=[CH:4][CH:3]=1.[Mg].[B:11](OC)([O:14]C)[O:12]C. The catalyst is CCOCC.